This data is from Forward reaction prediction with 1.9M reactions from USPTO patents (1976-2016). The task is: Predict the product of the given reaction. (1) Given the reactants [N+](C1C=CC(O[C:9]([O:11][CH:12]2[CH2:17][CH2:16][N:15]([C:18]([O:20][C:21]([CH3:24])([CH3:23])[CH3:22])=[O:19])[CH2:14][CH2:13]2)=[O:10])=CC=1)([O-])=O.Cl.[CH3:28][N:29]1[CH2:34][CH2:33][N:32]([C:35]2[CH:40]=[C:39]([C:41]3[CH:50]=[C:49]4[C:44]([CH2:45][CH2:46][NH:47][CH2:48]4)=[CH:43][CH:42]=3)[N:38]=[C:37]([NH2:51])[N:36]=2)[CH2:31][CH2:30]1.C(N(CC)CC)C, predict the reaction product. The product is: [NH2:51][C:37]1[N:38]=[C:39]([C:41]2[CH:50]=[C:49]3[C:44]([CH2:45][CH2:46][N:47]([C:9]([O:11][CH:12]4[CH2:13][CH2:14][N:15]([C:18]([O:20][C:21]([CH3:22])([CH3:23])[CH3:24])=[O:19])[CH2:16][CH2:17]4)=[O:10])[CH2:48]3)=[CH:43][CH:42]=2)[CH:40]=[C:35]([N:32]2[CH2:31][CH2:30][N:29]([CH3:28])[CH2:34][CH2:33]2)[N:36]=1. (2) Given the reactants [CH2:1]([O:8][C:9]1[CH:14]=[CH:13][C:12]([N:15]2[C:19]([CH3:20])=[C:18]([C:21]([O:23]CC)=[O:22])[N:17]=[C:16]2[C:26]2[CH:31]=[CH:30][CH:29]=[CH:28][C:27]=2[Cl:32])=[CH:11][CH:10]=1)[C:2]1[CH:7]=[CH:6][CH:5]=[CH:4][CH:3]=1.[Li+].[OH-].[OH-].[Na+], predict the reaction product. The product is: [CH2:1]([O:8][C:9]1[CH:10]=[CH:11][C:12]([N:15]2[C:19]([CH3:20])=[C:18]([C:21]([OH:23])=[O:22])[N:17]=[C:16]2[C:26]2[CH:31]=[CH:30][CH:29]=[CH:28][C:27]=2[Cl:32])=[CH:13][CH:14]=1)[C:2]1[CH:3]=[CH:4][CH:5]=[CH:6][CH:7]=1. (3) Given the reactants [CH2:1]([O:3][C:4]1[CH:13]=[CH:12][C:7]2[N:8]=[C:9]([NH2:11])[S:10][C:6]=2[CH:5]=1)[CH3:2].[NH2:14][C:15]1[CH:16]=[C:17]([CH:27]=[CH:28][C:29]=1[NH:30][CH3:31])[C:18]([NH:20][CH2:21][C:22](=[O:26])[N:23]([CH3:25])[CH3:24])=[O:19].[CH2:32](Cl)CCl, predict the reaction product. The product is: [CH3:24][N:23]([CH3:25])[C:22]([CH2:21][NH:20][C:18]([C:17]1[CH:27]=[CH:28][C:29]2[N:30]([CH3:32])[C:31]([NH:11][C:9]3[S:10][C:6]4[CH:5]=[C:4]([O:3][CH2:1][CH3:2])[CH:13]=[CH:12][C:7]=4[N:8]=3)=[N:14][C:15]=2[CH:16]=1)=[O:19])=[O:26]. (4) Given the reactants [C:1]([O-])(=[O:3])[CH3:2].[Na+].[C:6]([CH2:8][C:9]1[C:17]2[O:16][C:15]([C:18]([O:20][CH3:21])=[O:19])=[CH:14][C:13]=2[CH:12]=[CH:11][CH:10]=1)#[N:7], predict the reaction product. The product is: [C:1]([NH:7][CH2:6][CH2:8][C:9]1[C:17]2[O:16][C:15]([C:18]([O:20][CH3:21])=[O:19])=[CH:14][C:13]=2[CH:12]=[CH:11][CH:10]=1)(=[O:3])[CH3:2]. (5) Given the reactants [N+:1]([C:4]1[CH:9]=[CH:8][C:7]([C:10]2[CH:15]=[CH:14][C:13]([O:16][CH:17]3[CH:22]4[CH2:23][CH2:24][N:19]([CH2:20][CH2:21]4)[CH2:18]3)=[CH:12][CH:11]=2)=[CH:6][CH:5]=1)([O-])=O, predict the reaction product. The product is: [N:19]12[CH2:20][CH2:21][CH:22]([CH2:23][CH2:24]1)[CH:17]([O:16][C:13]1[CH:12]=[CH:11][C:10]([C:7]3[CH:8]=[CH:9][C:4]([NH2:1])=[CH:5][CH:6]=3)=[CH:15][CH:14]=1)[CH2:18]2. (6) Given the reactants CC1(C)[O:6][CH:5]([CH2:7][N:8]2[CH:12]=[C:11]([C:13]3[CH:18]=[N:17][C:16]([NH2:19])=[C:15]4[O:20][C:21]([C:23]5[CH:32]=[CH:31][CH:30]=[C:29]6[C:24]=5[CH:25]=[CH:26][N:27]=[CH:28]6)=[CH:22][C:14]=34)[CH:10]=[N:9]2)[CH2:4][O:3]1.CO.Cl, predict the reaction product. The product is: [NH2:19][C:16]1[N:17]=[CH:18][C:13]([C:11]2[CH:10]=[N:9][N:8]([CH2:7][CH:5]([OH:6])[CH2:4][OH:3])[CH:12]=2)=[C:14]2[CH:22]=[C:21]([C:23]3[CH:32]=[CH:31][CH:30]=[C:29]4[C:24]=3[CH:25]=[CH:26][N:27]=[CH:28]4)[O:20][C:15]=12. (7) Given the reactants Cl[C:2]1[C:7]([CH3:8])=[C:6]([Cl:9])[N:5]=[CH:4][N:3]=1.[NH2:10][CH2:11][C@@H:12]([C:24]([O:26][C:27]([CH3:30])([CH3:29])[CH3:28])=[O:25])[NH:13][C:14]([O:16][CH2:17][C:18]1[CH:23]=[CH:22][CH:21]=[CH:20][CH:19]=1)=[O:15], predict the reaction product. The product is: [CH3:30][C:27]([O:26][C:24](=[O:25])[C@H:12]([CH2:11][NH:10][C:2]1[C:7]([CH3:8])=[C:6]([Cl:9])[N:5]=[CH:4][N:3]=1)[NH:13][C:14]([O:16][CH2:17][C:18]1[CH:23]=[CH:22][CH:21]=[CH:20][CH:19]=1)=[O:15])([CH3:28])[CH3:29].